From a dataset of Full USPTO retrosynthesis dataset with 1.9M reactions from patents (1976-2016). Predict the reactants needed to synthesize the given product. (1) Given the product [O:36]=[S:29]1(=[O:37])[CH2:6][CH2:7][CH2:8][N:9]([CH2:12][C:13]2[CH:18]=[CH:17][C:16]([C@@H:19]3[O:28][C:23]4=[N:24][CH:25]=[CH:26][CH:27]=[C:22]4[O:21][CH2:20]3)=[CH:15][CH:14]=2)[CH2:10][CH2:11]1, predict the reactants needed to synthesize it. The reactants are: C(OC([CH:6]1[CH2:11][CH2:10][N:9]([CH2:12][C:13]2[CH:18]=[CH:17][C:16]([C@@H:19]3[O:28][C:23]4=[N:24][CH:25]=[CH:26][CH:27]=[C:22]4[O:21][CH2:20]3)=[CH:15][CH:14]=2)[CH2:8][CH2:7]1)=O)C.[S:29]1(=[O:37])(=[O:36])CCCNCC1. (2) The reactants are: S(=O)(=O)(O)O.C(O[CH:9]=[CH:10][C:11]([NH:13][C:14]1[CH:15]=[C:16]([CH:21]=[C:22]([O:24][CH3:25])[CH:23]=1)[C:17]([O:19][CH3:20])=[O:18])=[O:12])C. Given the product [CH3:25][O:24][C:22]1[CH:21]=[C:16]([C:17]([O:19][CH3:20])=[O:18])[C:15]2[CH:9]=[CH:10][C:11](=[O:12])[NH:13][C:14]=2[CH:23]=1, predict the reactants needed to synthesize it.